This data is from Full USPTO retrosynthesis dataset with 1.9M reactions from patents (1976-2016). The task is: Predict the reactants needed to synthesize the given product. (1) The reactants are: [CH:1]1([NH:4][C:5](=[O:25])[C:6]2[CH:11]=[CH:10][C:9]([CH3:12])=[C:8]([N:13]3[C:22](=[O:23])[C:21]4[C:16](=[CH:17][CH:18]=[C:19]([OH:24])[CH:20]=4)[N:15]=[CH:14]3)[CH:7]=2)[CH2:3][CH2:2]1.Br[CH2:27][CH2:28][Cl:29].C(=O)([O-])[O-].[K+].[K+]. Given the product [Cl:29][CH2:28][CH2:27][O:24][C:19]1[CH:20]=[C:21]2[C:16](=[CH:17][CH:18]=1)[N:15]=[CH:14][N:13]([C:8]1[CH:7]=[C:6]([CH:11]=[CH:10][C:9]=1[CH3:12])[C:5]([NH:4][CH:1]1[CH2:3][CH2:2]1)=[O:25])[C:22]2=[O:23], predict the reactants needed to synthesize it. (2) Given the product [C:1]([O:5][C:6]([CH:7]1[CH:31]([C:27]2[CH:28]=[CH:29][CH:30]=[C:25]([Cl:24])[C:26]=2[F:43])[C:32]([C:35]2[CH:40]=[CH:39][C:38]([Cl:41])=[CH:37][C:36]=2[F:42])([C:33]#[N:34])[CH:9]([CH2:10][C:11]([CH3:22])([CH3:21])[CH2:12][O:13][Si:14]([C:17]([CH3:20])([CH3:19])[CH3:18])([CH3:16])[CH3:15])[NH:8]1)=[O:23])([CH3:3])([CH3:2])[CH3:4], predict the reactants needed to synthesize it. The reactants are: [C:1]([O:5][C:6](=[O:23])[CH2:7]/[N:8]=[CH:9]/[CH2:10][C:11]([CH3:22])([CH3:21])[CH2:12][O:13][Si:14]([C:17]([CH3:20])([CH3:19])[CH3:18])([CH3:16])[CH3:15])([CH3:4])([CH3:3])[CH3:2].[Cl:24][C:25]1[C:26]([F:43])=[C:27](/[CH:31]=[C:32](/[C:35]2[CH:40]=[CH:39][C:38]([Cl:41])=[CH:37][C:36]=2[F:42])\[C:33]#[N:34])[CH:28]=[CH:29][CH:30]=1.C(N(CC)CC)C.C1CCN2C(=NCCC2)CC1. (3) The reactants are: [NH2:1][C:2]([CH2:14][F:15])([CH2:6][C:7]1[CH:12]=[CH:11][CH:10]=[C:9]([OH:13])[CH:8]=1)[C:3]([OH:5])=[O:4].S(Cl)(Cl)=O.[CH3:20]O. Given the product [NH2:1][C:2]([CH2:14][F:15])([CH2:6][C:7]1[CH:12]=[CH:11][CH:10]=[C:9]([OH:13])[CH:8]=1)[C:3]([O:5][CH3:20])=[O:4], predict the reactants needed to synthesize it. (4) Given the product [CH3:1][C@@H:2]1[CH2:7][CH2:6][CH2:5][CH2:4][C@@H:3]1[NH:8][C:9]1[C:10]2[N:11]([CH:17]=[CH:18][CH:19]=2)[N:12]=[CH:13][C:14]=1[C:15]([NH2:16])=[O:21], predict the reactants needed to synthesize it. The reactants are: [CH3:1][C@@H:2]1[CH2:7][CH2:6][CH2:5][CH2:4][C@@H:3]1[NH:8][C:9]1[C:10]2[N:11]([CH:17]=[CH:18][CH:19]=2)[N:12]=[CH:13][C:14]=1[C:15]#[N:16].[NH4+].[OH-:21].OO. (5) Given the product [CH3:20][N:2]([CH3:1])[C:3]1[CH:4]=[CH:5][C:6]([CH:9]=[CH:10][C:11]2[CH:12]=[CH:13][C:14]([NH2:17])=[CH:15][CH:16]=2)=[CH:7][CH:8]=1, predict the reactants needed to synthesize it. The reactants are: [CH3:1][N:2]([CH3:20])[C:3]1[CH:8]=[CH:7][C:6]([CH:9]=[CH:10][C:11]2[CH:16]=[CH:15][C:14]([N+:17]([O-])=O)=[CH:13][CH:12]=2)=[CH:5][CH:4]=1.Cl[Sn]Cl. (6) Given the product [Cl:21][C:22]1[CH:27]=[CH:26][C:25]([CH:28]([C:30]2[CH:31]=[CH:32][CH:33]=[CH:34][CH:35]=2)[NH:29][C:17](=[O:19])[CH2:16][C:13]2[CH:12]=[CH:11][C:10]([O:9][CH2:8][C:7]3[C:2]([CH3:1])=[N:3][CH:4]=[CH:5][C:6]=3[CH3:20])=[CH:15][CH:14]=2)=[C:24]([CH3:36])[CH:23]=1, predict the reactants needed to synthesize it. The reactants are: [CH3:1][C:2]1[C:7]([CH2:8][O:9][C:10]2[CH:15]=[CH:14][C:13]([CH2:16][C:17]([OH:19])=O)=[CH:12][CH:11]=2)=[C:6]([CH3:20])[CH:5]=[CH:4][N:3]=1.[Cl:21][C:22]1[CH:27]=[CH:26][C:25]([CH:28]([C:30]2[CH:35]=[CH:34][CH:33]=[CH:32][CH:31]=2)[NH2:29])=[C:24]([CH3:36])[CH:23]=1. (7) Given the product [C:13]1([N:12]2[C:1](=[O:11])[C:2]3=[CH:10][CH:9]=[CH:8][CH:7]=[C:3]3[C:4]2=[O:6])[CH:18]=[CH:17][CH:16]=[CH:15][CH:14]=1, predict the reactants needed to synthesize it. The reactants are: [C:1]1(=[O:11])[O:6][C:4](=O)[C:3]2=[CH:7][CH:8]=[CH:9][CH:10]=[C:2]12.[NH2:12][C:13]1[CH:18]=[CH:17][CH:16]=[CH:15][CH:14]=1. (8) Given the product [NH2:21][C:20]1[N:19]=[CH:18][N:17]=[C:16]2[N:12]([CH:10]([C:4]3[C:3]([O:23][CH3:24])=[C:2]([C:32]4[CH:31]=[N:30][CH:29]=[C:28]([CH:33]=4)[C:27]([N:26]([CH3:25])[CH3:44])=[O:43])[C:7]([CH3:8])=[C:6]([Cl:9])[CH:5]=3)[CH3:11])[N:13]=[C:14]([CH3:22])[C:15]=12, predict the reactants needed to synthesize it. The reactants are: Br[C:2]1[C:3]([O:23][CH3:24])=[C:4]([CH:10]([N:12]2[C:16]3=[N:17][CH:18]=[N:19][C:20]([NH2:21])=[C:15]3[C:14]([CH3:22])=[N:13]2)[CH3:11])[CH:5]=[C:6]([Cl:9])[C:7]=1[CH3:8].[CH3:25][N:26]([CH3:44])[C:27](=[O:43])[C:28]1[CH:33]=[C:32](B2OC(C)(C)C(C)(C)O2)[CH:31]=[N:30][CH:29]=1.C(=O)([O-])[O-].[Na+].[Na+].ClCCl. (9) Given the product [CH3:9][O:8][C:6]([C:5]1[CH:10]=[CH:11][C:2]([C:23]([OH:26])=[O:25])=[CH:3][C:4]=1[CH3:12])=[O:7], predict the reactants needed to synthesize it. The reactants are: Br[C:2]1[CH:11]=[CH:10][C:5]([C:6]([O:8][CH3:9])=[O:7])=[C:4]([CH3:12])[CH:3]=1.C(N(CC)CC)C.O.[C]=O.[C:23]([O:26]CC)(=[O:25])C.